From a dataset of Full USPTO retrosynthesis dataset with 1.9M reactions from patents (1976-2016). Predict the reactants needed to synthesize the given product. (1) Given the product [CH3:1][N:2]1[C@H:6]2[C@@H:7]([C:19]([O:21][CH3:22])=[O:20])[C@@H:8]([O:10][C:11]([C:13]3[CH:18]=[CH:17][CH:16]=[CH:15][CH:14]=3)=[O:12])[CH2:9][C@@H:3]1[CH2:4][CH2:5]2.[CH3:23][N:24]1[CH:28]2[CH:29]([C:41]([OH:43])=[O:42])[CH:30]([O:32][C:33]([C:35]3[CH:36]=[CH:37][CH:38]=[CH:39][CH:40]=3)=[O:34])[CH2:31][CH:25]1[CH2:26][CH2:27]2.[C:57]([OH:58])(=[O:56])[C:59]1[CH:64]=[CH:63][CH:62]=[CH:61][CH:60]=1.[CH3:44][O:45][C:46]([C@H:48]1[C@@H:55]([O:56][C:57]([C:59]2[CH:60]=[CH:61][CH:62]=[CH:63][CH:64]=2)=[O:58])[CH2:54][C@H:52]2[NH:53][C@@H:49]1[CH2:50][CH2:51]2)=[O:47], predict the reactants needed to synthesize it. The reactants are: [CH3:1][N:2]1[C@H:6]2[C@@H:7]([C:19]([O:21][CH3:22])=[O:20])[C@@H:8]([O:10][C:11]([C:13]3[CH:14]=[CH:15][CH:16]=[CH:17][CH:18]=3)=[O:12])[CH2:9][C@@H:3]1[CH2:4][CH2:5]2.[CH3:23][N:24]1[CH:28]2[CH:29]([C:41]([OH:43])=[O:42])[CH:30]([O:32][C:33]([C:35]3[CH:40]=[CH:39][CH:38]=[CH:37][CH:36]=3)=[O:34])[CH2:31][CH:25]1[CH2:26][CH2:27]2.[CH3:44][O:45][C:46]([C@H:48]1[C@@H:55]([O:56][C:57]([C:59]2[CH:64]=[CH:63][CH:62]=[CH:61][CH:60]=2)=[O:58])[CH2:54][C@H:52]2[NH:53][C@@H:49]1[CH2:50][CH2:51]2)=[O:47].N. (2) Given the product [CH3:22][N:19]1[CH2:20][CH2:21][C:9]2[N:8]([C:4]3[CH:5]=[C:6]([C:29]4[CH:30]=[CH:31][C:26]([C:25]([NH:24][CH3:23])=[O:41])=[N:27][CH:28]=4)[CH:7]=[CH:2][CH:3]=3)[C:16]3[CH:15]=[CH:14][C:13]([CH3:17])=[CH:12][C:11]=3[C:10]=2[CH2:18]1, predict the reactants needed to synthesize it. The reactants are: Br[C:2]1[CH:3]=[C:4]([N:8]2[C:16]3[CH:15]=[CH:14][C:13]([CH3:17])=[CH:12][C:11]=3[C:10]3[CH2:18][N:19]([CH3:22])[CH2:20][CH2:21][C:9]2=3)[CH:5]=[CH:6][CH:7]=1.[CH3:23][NH:24][C:25](=[O:41])[C:26]1[CH:31]=[CH:30][C:29](B2OC(C)(C)C(C)(C)O2)=[CH:28][N:27]=1.C([O-])([O-])=O.[K+].[K+]. (3) Given the product [F:39][C:31]1[CH:32]=[C:33]([N+:36]([O-:38])=[O:37])[CH:34]=[CH:35][C:30]=1[O:1][C:2]1[C:11]2[C:6](=[CH:7][C:8]([O:14][CH2:15][C:16]3([C:19]([O:21][CH3:22])=[O:20])[CH2:18][CH2:17]3)=[C:9]([O:12][CH3:13])[CH:10]=2)[N:5]=[CH:4][CH:3]=1, predict the reactants needed to synthesize it. The reactants are: [OH:1][C:2]1[C:11]2[C:6](=[CH:7][C:8]([O:14][CH2:15][C:16]3([C:19]([O:21][CH3:22])=[O:20])[CH2:18][CH2:17]3)=[C:9]([O:12][CH3:13])[CH:10]=2)[N:5]=[CH:4][CH:3]=1.C([O-])([O-])=O.[Cs+].[Cs+].F[C:30]1[CH:35]=[CH:34][C:33]([N+:36]([O-:38])=[O:37])=[CH:32][C:31]=1[F:39]. (4) Given the product [Cl:1][C:2]1[C:11]([C@@H:12]([NH:14][S@@:15]([C:17]([CH3:18])([CH3:19])[CH3:20])=[O:16])[CH3:13])=[CH:10][C:9]2[C:4](=[CH:5][C:6]([O:22][CH2:23][C:24]3[CH:29]=[CH:28][CH:27]=[CH:26][N:25]=3)=[C:7]([Cl:21])[CH:8]=2)[N:3]=1, predict the reactants needed to synthesize it. The reactants are: [Cl:1][C:2]1[C:11](/[C:12](=[N:14]/[S@@:15]([C:17]([CH3:20])([CH3:19])[CH3:18])=[O:16])/[CH3:13])=[CH:10][C:9]2[C:4](=[CH:5][C:6]([O:22][CH2:23][C:24]3[CH:29]=[CH:28][CH:27]=[CH:26][N:25]=3)=[C:7]([Cl:21])[CH:8]=2)[N:3]=1.CCC(C)[BH-](C(C)CC)C(C)CC.[Li+].